Dataset: Full USPTO retrosynthesis dataset with 1.9M reactions from patents (1976-2016). Task: Predict the reactants needed to synthesize the given product. (1) Given the product [CH2:1]([O:5][C:6]1[CH:10]=[C:9]([CH:11]=[O:12])[N:8]([CH2:17][C:18]2[CH:23]=[CH:22][C:21]([Cl:24])=[CH:20][C:19]=2[Cl:25])[N:7]=1)[CH2:2][CH2:3][CH3:4], predict the reactants needed to synthesize it. The reactants are: [CH2:1]([O:5][C:6]1[CH:10]=[C:9]([C:11](N(OC)C)=[O:12])[N:8]([CH2:17][C:18]2[CH:23]=[CH:22][C:21]([Cl:24])=[CH:20][C:19]=2[Cl:25])[N:7]=1)[CH2:2][CH2:3][CH3:4].[H-].C([Al+]CC(C)C)C(C)C.O.O.O.O.O.O.O.O.O.O.[O-]S([O-])(=O)=O.[Na+].[Na+]. (2) Given the product [O:21]=[C:13]1[C:14]2[CH:20]=[CH:19][CH:18]=[CH:17][C:15]=2[S:16][C:11]([C:7]2[CH:6]=[C:5]([CH2:4][CH2:3][C:1]#[N:2])[CH:10]=[CH:9][N:8]=2)=[N:12]1, predict the reactants needed to synthesize it. The reactants are: [C:1]([CH2:3][CH2:4][C:5]1[CH:10]=[CH:9][N:8]=[C:7]([C:11]#[N:12])[CH:6]=1)#[N:2].[C:13](OC)(=[O:21])[C:14]1[C:15](=[CH:17][CH:18]=[CH:19][CH:20]=1)[SH:16].C(N(CC)CC)C.